The task is: Predict the product of the given reaction.. This data is from Forward reaction prediction with 1.9M reactions from USPTO patents (1976-2016). (1) Given the reactants [NH2:1][C:2]1[C:11]2[C:6](=[CH:7][CH:8]=[CH:9][C:10]=2[O:12][C:13]2[CH:18]=[CH:17][C:16]([O:19][CH3:20])=[CH:15][CH:14]=2)[N:5]=[CH:4][N:3]=1.[CH3:21][O:22][C:23]1[CH:24]=[C:25]([N:29]=[C:30]=[O:31])[CH:26]=[CH:27][CH:28]=1, predict the reaction product. The product is: [CH3:20][O:19][C:16]1[CH:17]=[CH:18][C:13]([O:12][C:10]2[CH:9]=[CH:8][CH:7]=[C:6]3[C:11]=2[C:2]([NH:1][C:30]([NH:29][C:25]2[CH:26]=[CH:27][CH:28]=[C:23]([O:22][CH3:21])[CH:24]=2)=[O:31])=[N:3][CH:4]=[N:5]3)=[CH:14][CH:15]=1. (2) Given the reactants [CH2:1]([O:3][C:4](=[O:12])[CH2:5][C:6]1[N:7]=[C:8]([NH2:11])[S:9][CH:10]=1)[CH3:2].[CH3:13][O:14][CH2:15][CH2:16][Br:17], predict the reaction product. The product is: [BrH:17].[CH2:1]([O:3][C:4](=[O:12])[CH2:5][C:6]1[N:7]([CH2:16][CH2:15][O:14][CH3:13])[C:8](=[NH:11])[S:9][CH:10]=1)[CH3:2]. (3) Given the reactants [NH:1]1[CH2:6][CH2:5][CH2:4][CH:3]([C:7](=[O:9])[CH3:8])[CH2:2]1.CCN(C(C)C)C(C)C.[CH:19]1[CH:24]=[CH:23][C:22]([CH2:25][O:26][C:27](Cl)=[O:28])=[CH:21][CH:20]=1, predict the reaction product. The product is: [C:7]([CH:3]1[CH2:4][CH2:5][CH2:6][N:1]([C:27]([O:26][CH2:25][C:22]2[CH:23]=[CH:24][CH:19]=[CH:20][CH:21]=2)=[O:28])[CH2:2]1)(=[O:9])[CH3:8]. (4) Given the reactants BrC1C=CC(Br)=CN=1.NN.[Br:11][C:12]1[CH:13]=[CH:14][C:15]([NH:18]N)=[N:16][CH:17]=1.N(C1C=CC=CN=1)N.[CH3:28][CH:29]([CH3:33])[C:30](=O)[CH3:31], predict the reaction product. The product is: [Br:11][C:12]1[CH:13]=[C:14]2[C:29]([CH3:33])([CH3:28])[C:30]([CH3:31])=[N:18][C:15]2=[N:16][CH:17]=1. (5) Given the reactants O.[OH-].[Li+].C[O:5][C:6]([C:8]1[C:16]2[C:11](=[CH:12][CH:13]=[CH:14][CH:15]=2)[N:10]([C:17]2[C:26]3[C:21](=[C:22]([C:27]([F:30])([F:29])[F:28])[CH:23]=[CH:24][CH:25]=3)[N:20]=[CH:19][CH:18]=2)[CH:9]=1)=[O:7], predict the reaction product. The product is: [C:6]([C:8]1[C:16]2[C:11](=[CH:12][CH:13]=[CH:14][CH:15]=2)[N:10]([C:17]2[C:26]3[C:21](=[C:22]([C:27]([F:30])([F:28])[F:29])[CH:23]=[CH:24][CH:25]=3)[N:20]=[CH:19][CH:18]=2)[CH:9]=1)([OH:7])=[O:5]. (6) Given the reactants [Cl:1][C:2]1[N:3]=[C:4]([OH:13])[C:5]2[N:6]([N:8]=[CH:9][C:10]=2[C:11]#[N:12])[CH:7]=1.O[C@H:15]([C@H:17]1[CH2:21][N:20]([C@@H:22]([C:24]2[CH:29]=[CH:28][C:27]([O:30][CH3:31])=[CH:26][CH:25]=2)[CH3:23])[C:19](=[O:32])[CH2:18]1)[CH3:16].C1C=CC(P(C2C=CC=CC=2)C2C=CC=CC=2)=CC=1.N(C(OCC)=O)=NC(OCC)=O, predict the reaction product. The product is: [Cl:1][C:2]1[N:3]=[C:4]([O:13][C@@H:15]([C@@H:17]2[CH2:18][C:19](=[O:32])[N:20]([C@@H:22]([C:24]3[CH:25]=[CH:26][C:27]([O:30][CH3:31])=[CH:28][CH:29]=3)[CH3:23])[CH2:21]2)[CH3:16])[C:5]2[N:6]([N:8]=[CH:9][C:10]=2[C:11]#[N:12])[CH:7]=1. (7) Given the reactants [H-].[Na+].[CH:3]1([C:8]2[C:13]([C:14]([NH:16][CH:17]3[CH:24]4[CH2:25][CH:20]5[CH2:21][C:22]([OH:27])([CH2:26][CH:18]3[CH2:19]5)[CH2:23]4)=[O:15])=[CH:12][N:11]=[C:10]([S:28][CH3:29])[N:9]=2)[CH2:7][CH2:6][CH2:5][CH2:4]1.IC.[C:32](O)(=O)CC(CC(O)=O)(C(O)=O)O, predict the reaction product. The product is: [CH:3]1([C:8]2[C:13]([C:14]([N:16]([CH:17]3[CH:18]4[CH2:19][CH:20]5[CH2:21][C:22]([OH:27])([CH2:23][CH:24]3[CH2:25]5)[CH2:26]4)[CH3:32])=[O:15])=[CH:12][N:11]=[C:10]([S:28][CH3:29])[N:9]=2)[CH2:4][CH2:5][CH2:6][CH2:7]1. (8) Given the reactants C1(C(C2C=CC=CC=2)=[N:8][C:9]2[CH:10]=[C:11]3[CH:17]=[N:16][N:15]([CH3:18])[C:12]3=[N:13][CH:14]=2)C=CC=CC=1.Cl.C(=O)([O-])[O-].[Na+].[Na+], predict the reaction product. The product is: [CH3:18][N:15]1[C:12]2=[N:13][CH:14]=[C:9]([NH2:8])[CH:10]=[C:11]2[CH:17]=[N:16]1.